Task: Predict the product of the given reaction.. Dataset: Forward reaction prediction with 1.9M reactions from USPTO patents (1976-2016) (1) Given the reactants [H-].[Na+].F[C:4]1[CH:5]=[CH:6][C:7]2[N+:12]([O-:13])=[N:11][C:10]([NH:14][CH2:15][CH2:16][N:17]([CH3:19])[CH3:18])=[N:9][C:8]=2[CH:20]=1.[CH3:21][O:22][CH2:23][CH2:24][OH:25], predict the reaction product. The product is: [CH3:21][O:22][CH2:23][CH2:24][O:25][C:4]1[CH:5]=[CH:6][C:7]2[N+:12]([O-:13])=[N:11][C:10]([NH:14][CH2:15][CH2:16][N:17]([CH3:19])[CH3:18])=[N:9][C:8]=2[CH:20]=1. (2) Given the reactants Cl.Cl[CH2:3][C:4]1[N:8]2[CH:9]=[CH:10][CH:11]=[CH:12][C:7]2=[N:6][C:5]=1[C:13]1[CH:18]=[CH:17][C:16]([Cl:19])=[CH:15][CH:14]=1.[F:20][C:21]1[C:22](=[O:28])[NH:23][C:24](=[O:27])[NH:25][CH:26]=1, predict the reaction product. The product is: [Cl:19][C:16]1[CH:17]=[CH:18][C:13]([C:5]2[N:6]=[C:7]3[CH:12]=[CH:11][CH:10]=[CH:9][N:8]3[C:4]=2[CH2:3][N:25]2[CH:26]=[C:21]([F:20])[C:22](=[O:28])[NH:23][C:24]2=[O:27])=[CH:14][CH:15]=1. (3) Given the reactants [H-].[Al+3].[Li+].[H-].[H-].[H-].[CH3:7][C:8]1[C:9]([N:14]([CH2:31][O:32][CH2:33][CH2:34][O:35][CH3:36])[S:15]([C:18]2[S:19][CH:20]=[CH:21][C:22]=2[C:23]2[CH:28]=[CH:27][C:26]([CH:29]=[O:30])=[CH:25][CH:24]=2)(=[O:17])=[O:16])=[N:10][O:11][C:12]=1[CH3:13].[OH-].[Na+], predict the reaction product. The product is: [CH3:7][C:8]1[C:9]([N:14]([CH2:31][O:32][CH2:33][CH2:34][O:35][CH3:36])[S:15]([C:18]2[S:19][CH:20]=[CH:21][C:22]=2[C:23]2[CH:28]=[CH:27][C:26]([CH2:29][OH:30])=[CH:25][CH:24]=2)(=[O:17])=[O:16])=[N:10][O:11][C:12]=1[CH3:13].